Dataset: HIV replication inhibition screening data with 41,000+ compounds from the AIDS Antiviral Screen. Task: Binary Classification. Given a drug SMILES string, predict its activity (active/inactive) in a high-throughput screening assay against a specified biological target. (1) The molecule is COc1cc(C(=O)Nc2nnc(S(N)(=O)=O)s2)cc(OC)c1OC. The result is 0 (inactive). (2) The drug is OC1CCC(O)C2C3SC(c4ccccc43)C12. The result is 0 (inactive). (3) The drug is COC(=O)C(=NNC(N)=O)C(C(=O)OC)C(=O)C(=O)Nc1ccc(Cl)cc1. The result is 0 (inactive). (4) The molecule is CC(=O)Oc1c(-c2ccccc2)[nH]c2cc([N+](=O)[O-])c(C(Cl)=Cc3ccccc3)cc12. The result is 0 (inactive). (5) The compound is O=c1cc2n(c(=O)[nH]1)C1OC(C2CCO)C(O)C1O. The result is 0 (inactive).